Predict the product of the given reaction. From a dataset of Forward reaction prediction with 1.9M reactions from USPTO patents (1976-2016). (1) Given the reactants [OH:1]O.[OH-].[Li+].C([C@@H]1COC(=O)N1[C:18](=[O:26])[C@H:19]([CH2:24][OH:25])[C:20]([CH3:23])([CH3:22])[CH3:21])C1C=CC=CC=1.[OH-].[K+], predict the reaction product. The product is: [OH:25][CH2:24][C@H:19]([C:20]([CH3:21])([CH3:22])[CH3:23])[C:18]([OH:26])=[O:1]. (2) Given the reactants C[O:2][C:3]([C:5]1[CH:14]=[C:13]([O:15][CH2:16][C:17](=[O:32])[N:18]([C:20]2[CH:25]=[CH:24][C:23]([CH2:26][C:27]([O:29]CC)=[O:28])=[CH:22][CH:21]=2)[CH3:19])[C:12]2[C:7](=[CH:8][C:9]([Cl:34])=[CH:10][C:11]=2[Cl:33])[CH:6]=1)=[O:4].[Li+].[OH-], predict the reaction product. The product is: [C:27]([CH2:26][C:23]1[CH:22]=[CH:21][C:20]([N:18]([CH3:19])[C:17]([CH2:16][O:15][C:13]2[C:12]3[C:7](=[CH:8][C:9]([Cl:34])=[CH:10][C:11]=3[Cl:33])[CH:6]=[C:5]([C:3]([OH:4])=[O:2])[CH:14]=2)=[O:32])=[CH:25][CH:24]=1)([OH:29])=[O:28]. (3) Given the reactants C([O:5][C:6](=[O:28])[CH2:7][N:8]([S:10]([C:13]1[CH:22]=[C:21]2[C:16]([C:17]([Cl:27])=[CH:18][N:19]=[C:20]2[NH:23][C:24]([NH2:26])=[NH:25])=[CH:15][CH:14]=1)(=[O:12])=[O:11])[CH3:9])(C)(C)C.[C:29]([C:33]([OH:35])=[O:34])([F:32])([F:31])[F:30], predict the reaction product. The product is: [F:30][C:29]([F:32])([F:31])[C:33]([OH:35])=[O:34].[F:30][C:29]([F:32])([F:31])[C:33]([OH:35])=[O:34].[Cl:27][C:17]1[C:16]2[C:21](=[CH:22][C:13]([S:10]([N:8]([CH3:9])[CH2:7][C:6]([OH:28])=[O:5])(=[O:11])=[O:12])=[CH:14][CH:15]=2)[C:20]([NH:23][C:24]([NH2:26])=[NH:25])=[N:19][CH:18]=1. (4) Given the reactants [N:1]1[CH:6]=[CH:5][CH:4]=[C:3]([C:7]2[CH:8]=[C:9](N)[CH:10]=[CH:11][CH:12]=2)[CH:2]=1.[NH:14]1[C:22]2[C:17](=[CH:18][CH:19]=[CH:20][CH:21]=2)[C:16]([C:23]([OH:25])=O)=[CH:15]1.C1CCC([N:32]=C=NC2CCCCC2)CC1, predict the reaction product. The product is: [N:1]1[CH:6]=[CH:5][CH:4]=[C:3]([C:7]2[CH:8]=[CH:9][C:10]([NH:32][C:23]([C:16]3[C:17]4[C:22](=[CH:21][CH:20]=[CH:19][CH:18]=4)[NH:14][CH:15]=3)=[O:25])=[CH:11][CH:12]=2)[CH:2]=1. (5) Given the reactants [Br:1][C:2]1[CH:7]=[CH:6][C:5]([C:8]2([NH2:11])[CH2:10][CH2:9]2)=[C:4]([F:12])[CH:3]=1.CCN(C(C)C)C(C)C.Cl[C:23]([O:25][CH2:26][C:27]1[CH:32]=[CH:31][CH:30]=[CH:29][CH:28]=1)=[O:24], predict the reaction product. The product is: [Br:1][C:2]1[CH:7]=[CH:6][C:5]([C:8]2([NH:11][C:23](=[O:24])[O:25][CH2:26][C:27]3[CH:32]=[CH:31][CH:30]=[CH:29][CH:28]=3)[CH2:9][CH2:10]2)=[C:4]([F:12])[CH:3]=1. (6) Given the reactants [CH2:1]([N:8]1[CH:12]=[C:11]([N+:13]([O-:15])=[O:14])[C:10]([C:16]([O:18]CC2C=CC=CC=2)=[O:17])=[N:9]1)[C:2]1[CH:7]=[CH:6][CH:5]=[CH:4][CH:3]=1.[Li+].[OH-].Cl, predict the reaction product. The product is: [CH2:1]([N:8]1[CH:12]=[C:11]([N+:13]([O-:15])=[O:14])[C:10]([C:16]([OH:18])=[O:17])=[N:9]1)[C:2]1[CH:3]=[CH:4][CH:5]=[CH:6][CH:7]=1. (7) Given the reactants [N:1]1([C:11]([O:13][C:14]([CH3:17])([CH3:16])[CH3:15])=[O:12])[CH2:6][CH2:5][CH:4]([C:7]([O:9][CH3:10])=[O:8])[CH2:3][CH2:2]1.[CH:18](NC(C)C)(C)C.[Li].IC, predict the reaction product. The product is: [CH3:18][C:4]1([C:7]([O:9][CH3:10])=[O:8])[CH2:3][CH2:2][N:1]([C:11]([O:13][C:14]([CH3:17])([CH3:16])[CH3:15])=[O:12])[CH2:6][CH2:5]1. (8) The product is: [C:31]([NH:35][CH:36]1[CH2:45][C:44]2[CH:43]=[N:42][C:41]3[NH:46][N:47]=[CH:48][C:40]=3[C:39]=2[CH2:38][CH2:37]1)([CH3:34])([CH3:32])[CH3:33].[C:31]([NH:35][CH:36]1[CH2:45][C:44]2[CH:43]=[N:42][C:41]3[N:46]([CH2:49][C:50]4[CH:51]=[CH:52][C:53]([O:56][CH3:57])=[CH:54][CH:55]=4)[N:47]=[CH:48][C:40]=3[C:39]=2[CH2:38][CH2:37]1)([CH3:34])([CH3:33])[CH3:32]. Given the reactants COC1C=CC(CN2C3N=CC4CC(NC(=O)OC(C)(C)C)CCC=4C=3C=N2)=CC=1.[C:31]([NH:35][CH:36]1[CH2:45][C:44]2[CH:43]=[N:42][C:41]3[N:46]([CH2:49][C:50]4[CH:55]=[CH:54][C:53]([O:56][CH3:57])=[CH:52][CH:51]=4)[N:47]=[CH:48][C:40]=3[C:39]=2[CH2:38][CH2:37]1)([CH3:34])([CH3:33])[CH3:32].COC1C=CC(CN2C3N=CC4CC(N)CCC=4C=3C=N2)=CC=1, predict the reaction product.